Dataset: Reaction yield outcomes from USPTO patents with 853,638 reactions. Task: Predict the reaction yield, written as a fraction of the theoretical maximum amount of product (1.0 means a 100% yield; for example, 0.34 means a 34% yield). (1) The reactants are [NH2:1][C:2]1[O:6][N:5]=[C:4]([CH3:7])[C:3]=1[Br:8].[H-].[Na+].[O:11]1[CH:15]=[CH:14][CH:13]=[C:12]1[S:16](Cl)(=[O:18])=[O:17]. No catalyst specified. The product is [Br:8][C:3]1[C:4]([CH3:7])=[N:5][O:6][C:2]=1[NH:1][S:16]([C:12]1[O:11][CH:15]=[CH:14][CH:13]=1)(=[O:18])=[O:17]. The yield is 0.200. (2) The reactants are [I-:1].[Li+].CS(O[CH2:8][C:9]1[CH:14]=[C:13]([N:15]2[CH2:20][CH2:19][O:18][CH2:17][C@H:16]2[CH3:21])[N:12]=[C:11]([Cl:22])[N:10]=1)(=O)=O. The catalyst is O1CCOCC1. The product is [Cl:22][C:11]1[N:12]=[C:13]([N:15]2[CH2:20][CH2:19][O:18][CH2:17][C@H:16]2[CH3:21])[CH:14]=[C:9]([CH2:8][I:1])[N:10]=1. The yield is 0.660. (3) The product is [ClH:53].[CH2:3]1[C:4]2[C:9](=[CH:8][CH:7]=[CH:6][CH:5]=2)[CH2:1][CH:2]1[C@H:10]1[NH:15][C:14](=[O:16])[C@@H:13]([C@@H:17]([CH3:20])[CH2:18][CH3:19])[N:12]([CH:21]([C:32]2[C:33]([CH3:39])=[N:34][C:35]([CH3:38])=[CH:36][CH:37]=2)[C:22]([OH:42])=[O:23])[C:11]1=[O:40]. The yield is 0.560. No catalyst specified. The reactants are [CH2:1]1[C:9]2[C:4](=[CH:5][CH:6]=[CH:7][CH:8]=2)[CH2:3][CH:2]1[C@H:10]1[NH:15][C:14](=[O:16])[C@@H:13]([C@@H:17]([CH3:20])[CH2:18][CH3:19])[N:12]([CH:21]([C:32]2[C:33]([CH3:39])=[N:34][C:35]([CH3:38])=[CH:36][CH:37]=2)[C:22](NC2C=CC=CC=2O)=[O:23])[C:11]1=[O:40].C(N1C=CN=C1)(N1C=CN=C1)=[O:42].[Cl:53]CCl. (4) The reactants are Cl[C:2]1[CH:7]=[C:6]([Cl:8])[N:5]=[C:4]([S:9][CH3:10])[N:3]=1.CCN(C(C)C)C(C)C.[CH:20]12[CH2:26][CH:23]([NH:24][CH2:25]1)[CH2:22][O:21]2.O. The product is [Cl:8][C:6]1[N:5]=[C:4]([S:9][CH3:10])[N:3]=[C:2]([N:24]2[CH2:25][C@@H:20]3[CH2:26][C@H:23]2[CH2:22][O:21]3)[CH:7]=1. The catalyst is CN(C=O)C. The yield is 0.925. (5) The reactants are [C:1]([O-:5])(=[O:4])[CH:2]=[CH2:3].[Na+:6].[CH2:7]=[CH:8][C:9]1[CH:14]=[CH:13][CH:12]=[CH:11][CH:10]=1.SCCC(O)=O.S(OOS([O-])(=O)=O)([O-])(=O)=O.[Na+].[Na+]. The catalyst is O. The product is [C:1]([O-:5])(=[O:4])[CH:2]=[CH2:3].[Na+:6].[CH2:7]=[CH:8][C:9]1[CH:14]=[CH:13][CH:12]=[CH:11][CH:10]=1. The yield is 0.250. (6) The reactants are [NH2:1][CH2:2][C:3]1[CH:17]=[CH:16][CH:15]=[CH:14][C:4]=1[CH2:5][NH:6][C:7](=O)[O:8]C(C)(C)C.[CH2:18](N(CC)CC)C.Cl.O1CCOCC1. The catalyst is C(Cl)Cl. The product is [NH2:1][CH2:2][C:3]1[CH:17]=[CH:16][CH:15]=[CH:14][C:4]=1[CH2:5][NH:6][C:7](=[O:8])[CH3:18]. The yield is 0.950. (7) The reactants are [CH:1]1([NH:4][C:5]([C:7]2[C:15]3[C:10](=[N:11][C:12]([NH2:16])=[CH:13][CH:14]=3)[N:9]([C:17]([CH3:20])([CH3:19])[CH3:18])[N:8]=2)=[O:6])[CH2:3][CH2:2]1.[C:21]1([CH3:30])[CH:26]=[CH:25][C:24]([C:27](Cl)=[O:28])=[CH:23][CH:22]=1. The catalyst is N1C=CC=CC=1. The product is [CH:1]1([NH:4][C:5]([C:7]2[C:15]3[C:10](=[N:11][C:12]([NH:16][C:27](=[O:28])[C:24]4[CH:25]=[CH:26][C:21]([CH3:30])=[CH:22][CH:23]=4)=[CH:13][CH:14]=3)[N:9]([C:17]([CH3:20])([CH3:19])[CH3:18])[N:8]=2)=[O:6])[CH2:2][CH2:3]1. The yield is 0.380.